The task is: Predict the reactants needed to synthesize the given product.. This data is from Full USPTO retrosynthesis dataset with 1.9M reactions from patents (1976-2016). (1) Given the product [NH2:8][C:9]1[CH:14]=[CH:13][C:12]([C:15]2[N:19]3[CH:20]=[CH:21][N:22]=[C:23]([C:24]([O:26][CH3:27])=[O:25])[C:18]3=[N:17][N:16]=2)=[CH:11][CH:10]=1, predict the reactants needed to synthesize it. The reactants are: C(OC([NH:8][C:9]1[CH:14]=[CH:13][C:12]([C:15]2[N:19]3[CH:20]=[CH:21][N:22]=[C:23]([C:24]([O:26][CH3:27])=[O:25])[C:18]3=[N:17][N:16]=2)=[CH:11][CH:10]=1)=O)(C)(C)C.C(O)(C(F)(F)F)=O. (2) Given the product [F:22][C:9]1[CH:10]=[C:11]2[C:6](=[CH:7][CH:8]=1)[N:5]=[C:4]([CH:2]([N:28]1[C:24](=[O:34])[C:25]3[C:26](=[CH:30][CH:31]=[CH:32][CH:33]=3)[C:27]1=[O:29])[CH3:3])[C:13]([C:14]1[CH:19]=[CH:18][CH:17]=[CH:16][CH:15]=1)=[C:12]2[O:20][CH3:21], predict the reactants needed to synthesize it. The reactants are: Br[CH:2]([C:4]1[C:13]([C:14]2[CH:19]=[CH:18][CH:17]=[CH:16][CH:15]=2)=[C:12]([O:20][CH3:21])[C:11]2[C:6](=[CH:7][CH:8]=[C:9]([F:22])[CH:10]=2)[N:5]=1)[CH3:3].[K].[C:24]1(=[O:34])[NH:28][C:27](=[O:29])[C:26]2=[CH:30][CH:31]=[CH:32][CH:33]=[C:25]12. (3) Given the product [O:1]([CH:51]1[NH:55][CH2:54][CH2:53][O:52]1)[C:19]1[CH:20]=[CH:21][CH:22]=[CH:23][CH:24]=1.[Re+5:2], predict the reactants needed to synthesize it. The reactants are: [O:1]=[Re:2](Cl)(Cl)Cl.C1(P([C:19]2[CH:24]=[CH:23][CH:22]=[CH:21][CH:20]=2)C2C=CC=CC=2)C=CC=CC=1.C1(P(C2C=CC=CC=2)C2C=CC=CC=2)C=CC=CC=1.C([CH:51]1[NH:55][CH2:54][CH2:53][O:52]1)C1C=CC=CC=1. (4) Given the product [CH3:17][NH:18][C:19]([C:21]1[C:29]2[C:24](=[CH:25][C:26]([O:30][C:2]3[CH:7]=[CH:6][N:5]=[C:4]4[CH:8]=[C:9]([C:11]5[CH:16]=[CH:15][N:14]=[CH:13][CH:12]=5)[S:10][C:3]=34)=[CH:27][CH:28]=2)[N:23]([CH3:31])[C:22]=1[CH3:32])=[O:20], predict the reactants needed to synthesize it. The reactants are: Cl[C:2]1[CH:7]=[CH:6][N:5]=[C:4]2[CH:8]=[C:9]([C:11]3[CH:16]=[CH:15][N:14]=[CH:13][CH:12]=3)[S:10][C:3]=12.[CH3:17][NH:18][C:19]([C:21]1[C:29]2[C:24](=[CH:25][C:26]([OH:30])=[CH:27][CH:28]=2)[N:23]([CH3:31])[C:22]=1[CH3:32])=[O:20].C([O-])([O-])=O.[Cs+].[Cs+]. (5) Given the product [Br:1][C:2]1[CH:9]=[CH:8][C:5]([CH2:6][O:7][C:18]2[CH:23]=[C:22]([CH3:24])[CH:21]=[CH:20][N:19]=2)=[CH:4][CH:3]=1, predict the reactants needed to synthesize it. The reactants are: [Br:1][C:2]1[CH:9]=[CH:8][C:5]([CH2:6][OH:7])=[CH:4][CH:3]=1.CN(C)C=O.[H-].[Na+].F[C:18]1[CH:23]=[C:22]([CH3:24])[CH:21]=[CH:20][N:19]=1.